Task: Regression. Given two drug SMILES strings and cell line genomic features, predict the synergy score measuring deviation from expected non-interaction effect.. Dataset: NCI-60 drug combinations with 297,098 pairs across 59 cell lines (1) Drug 1: CC12CCC3C(C1CCC2=O)CC(=C)C4=CC(=O)C=CC34C. Drug 2: CC=C1C(=O)NC(C(=O)OC2CC(=O)NC(C(=O)NC(CSSCCC=C2)C(=O)N1)C(C)C)C(C)C. Cell line: SK-MEL-5. Synergy scores: CSS=77.4, Synergy_ZIP=4.14, Synergy_Bliss=3.07, Synergy_Loewe=-2.63, Synergy_HSA=6.40. (2) Drug 1: CC(C1=C(C=CC(=C1Cl)F)Cl)OC2=C(N=CC(=C2)C3=CN(N=C3)C4CCNCC4)N. Drug 2: C1C(C(OC1N2C=C(C(=O)NC2=O)F)CO)O. Cell line: RXF 393. Synergy scores: CSS=16.1, Synergy_ZIP=-6.10, Synergy_Bliss=-3.42, Synergy_Loewe=-15.5, Synergy_HSA=-2.27.